Dataset: Forward reaction prediction with 1.9M reactions from USPTO patents (1976-2016). Task: Predict the product of the given reaction. Given the reactants [CH3:1][C:2]1([CH3:8])[O:7][CH2:6][CH2:5][NH:4][CH2:3]1.[Cl:9][CH2:10][CH:11]=O.C(O[BH-](OC(=O)C)OC(=O)C)(=O)C.[Na+], predict the reaction product. The product is: [Cl:9][CH2:10][CH2:11][N:4]1[CH2:5][CH2:6][O:7][C:2]([CH3:8])([CH3:1])[CH2:3]1.